Dataset: Full USPTO retrosynthesis dataset with 1.9M reactions from patents (1976-2016). Task: Predict the reactants needed to synthesize the given product. (1) Given the product [CH3:1][C@@H:2]1[CH2:7][CH2:6][CH2:5][NH:4][C@@H:3]1[CH2:14][NH:15][C:16]1[CH:21]=[CH:20][C:19]([C:22]([F:25])([F:23])[F:24])=[CH:18][N:17]=1, predict the reactants needed to synthesize it. The reactants are: [CH3:1][CH:2]1[CH2:7][CH2:6][CH2:5][N:4](C(OCC=C)=O)[CH:3]1[CH2:14][NH:15][C:16]1[CH:21]=[CH:20][C:19]([C:22]([F:25])([F:24])[F:23])=[CH:18][N:17]=1.N1CCOCC1. (2) Given the product [CH3:1][S:2]([O:21][CH2:20][CH2:19][CH2:18][C:7]1([CH3:6])[O:11][C:10]2=[N:12][C:13]([N+:15]([O-:17])=[O:16])=[CH:14][N:9]2[CH2:8]1)(=[O:4])=[O:3], predict the reactants needed to synthesize it. The reactants are: [CH3:1][S:2](Cl)(=[O:4])=[O:3].[CH3:6][C:7]1([CH2:18][CH2:19][CH2:20][OH:21])[O:11][C:10]2=[N:12][C:13]([N+:15]([O-:17])=[O:16])=[CH:14][N:9]2[CH2:8]1.C(N(CC)CC)C. (3) Given the product [CH3:1][O:2][C:3]1[CH:4]=[CH:5][C:6]([S:9]([C:12]2[CH:17]=[CH:16][C:15]([CH2:18][CH:19]=[O:20])=[CH:14][CH:13]=2)(=[O:10])=[O:11])=[CH:7][CH:8]=1, predict the reactants needed to synthesize it. The reactants are: [CH3:1][O:2][C:3]1[CH:8]=[CH:7][C:6]([S:9]([C:12]2[CH:17]=[CH:16][C:15]([CH:18]=[CH:19][O:20]C)=[CH:14][CH:13]=2)(=[O:11])=[O:10])=[CH:5][CH:4]=1.C(O)=O.O. (4) The reactants are: [N:1]1[CH:6]=[CH:5][CH:4]=[CH:3][C:2]=1[C:7]1[CH:8]=[C:9]([CH:14]=[CH:15][CH:16]=1)[C:10]([O:12]C)=[O:11].[OH-].[Na+]. Given the product [N:1]1[CH:6]=[CH:5][CH:4]=[CH:3][C:2]=1[C:7]1[CH:8]=[C:9]([CH:14]=[CH:15][CH:16]=1)[C:10]([OH:12])=[O:11], predict the reactants needed to synthesize it. (5) Given the product [C:1]([O:5][C:6]([N:8]1[CH2:13][CH2:12][CH:11]([CH2:14][NH:15][C:16]2[NH:18][C:19]3[CH:24]=[CH:23][CH:22]=[CH:21][C:20]=3[CH2:25][C:26](=[O:28])[N:27]=2)[CH2:10][CH2:9]1)=[O:7])([CH3:4])([CH3:3])[CH3:2], predict the reactants needed to synthesize it. The reactants are: [C:1]([O:5][C:6]([N:8]1[CH2:13][CH2:12][CH:11]([CH2:14][NH:15][C:16]([NH:18][C:19]2[CH:24]=[CH:23][CH:22]=[CH:21][C:20]=2[CH2:25][C:26](=[O:28])[NH2:27])=S)[CH2:10][CH2:9]1)=[O:7])([CH3:4])([CH3:3])[CH3:2].C1(N=C=NC2CCCCC2)CCCCC1. (6) Given the product [I:24][C:2]1[CH:3]=[C:4]([C:8]2[O:9][C:10]([C:13]3[CH:22]=[CH:21][C:20]4[C:15](=[CH:16][CH:17]=[CH:18][CH:19]=4)[CH:14]=3)=[N:11][N:12]=2)[CH:5]=[CH:6][CH:7]=1, predict the reactants needed to synthesize it. The reactants are: Br[C:2]1[CH:3]=[C:4]([C:8]2[O:9][C:10]([C:13]3[CH:22]=[CH:21][C:20]4[C:15](=[CH:16][CH:17]=[CH:18][CH:19]=4)[CH:14]=3)=[N:11][N:12]=2)[CH:5]=[CH:6][CH:7]=1.[Na+].[I-:24].CN[C@@H]1CCCC[C@H]1NC.O1CCOCC1. (7) Given the product [Cl:10][C:6]1[C:7]([C:8]#[N:9])=[C:2]([N:26]2[CH2:27][CH2:28][N:23]([C:20]3[CH:19]=[CH:18][C:17]([F:16])=[CH:22][CH:21]=3)[CH2:24][CH2:25]2)[N:3]=[C:4]([NH:11][CH2:13][CH:15]2[CH2:14][CH2:29]2)[N:5]=1, predict the reactants needed to synthesize it. The reactants are: Cl[C:2]1[C:7]([C:8]#[N:9])=[C:6]([Cl:10])[N:5]=[C:4]([N:11]([CH:13]2[CH2:15][CH2:14]2)C)[N:3]=1.[F:16][C:17]1[CH:22]=[CH:21][C:20]([N:23]2[CH2:28][CH2:27][NH:26][CH2:25][CH2:24]2)=[CH:19][CH:18]=1.[CH2:29](N(C(C)C)C(C)C)C. (8) Given the product [OH:1][C:2]1[C:11]2[C:6](=[N:7][CH:8]=[CH:9][N:10]=2)[N:5]([CH2:20][C:21]2[CH:26]=[CH:25][CH:24]=[CH:23][CH:22]=2)[C:4](=[O:12])[C:3]=1[C:13]([O:15][CH2:16][CH3:17])=[O:14], predict the reactants needed to synthesize it. The reactants are: [OH:1][C:2]1[C:11]2[C:6](=[N:7][CH:8]=[CH:9][N:10]=2)[NH:5][C:4](=[O:12])[C:3]=1[C:13]([O:15][CH2:16][CH3:17])=[O:14].[H-].[Na+].[CH2:20](Br)[C:21]1[CH:26]=[CH:25][CH:24]=[CH:23][CH:22]=1.Cl. (9) Given the product [Cl:1][C:2]1[CH:7]=[CH:6][C:5]([C:8]([OH:11])=[O:16])=[C:4]([F:9])[CH:3]=1, predict the reactants needed to synthesize it. The reactants are: [Cl:1][C:2]1[CH:7]=[CH:6][C:5]([CH3:8])=[C:4]([F:9])[CH:3]=1.[Mn]([O-])(=O)(=O)=[O:11].[K+].[OH2:16]. (10) Given the product [CH3:1][O:2][C:3]1[CH:11]=[C:10]2[C:6]([CH2:7][N:8]([C:14]3[CH:23]=[C:22]4[C:17]([CH:18]=[CH:19][CH:20]=[N:21]4)=[CH:16][CH:15]=3)[C:9]2=[O:12])=[CH:5][CH:4]=1, predict the reactants needed to synthesize it. The reactants are: [CH3:1][O:2][C:3]1[CH:11]=[C:10]2[C:6]([CH2:7][NH:8][C:9]2=[O:12])=[CH:5][CH:4]=1.Br[C:14]1[CH:23]=[C:22]2[C:17]([CH:18]=[CH:19][CH:20]=[N:21]2)=[CH:16][CH:15]=1.CC1(C)C2C(=C(P(C3C=CC=CC=3)C3C=CC=CC=3)C=CC=2)OC2C(P(C3C=CC=CC=3)C3C=CC=CC=3)=CC=CC1=2.C(=O)([O-])[O-].[Cs+].[Cs+].